From a dataset of TCR-epitope binding with 47,182 pairs between 192 epitopes and 23,139 TCRs. Binary Classification. Given a T-cell receptor sequence (or CDR3 region) and an epitope sequence, predict whether binding occurs between them. (1) The epitope is IVTDFSVIK. The TCR CDR3 sequence is CASSLKGQGSDTQYF. Result: 1 (the TCR binds to the epitope). (2) The epitope is ELAGIGILTV. The TCR CDR3 sequence is CASSFLAGAHTDTQYF. Result: 1 (the TCR binds to the epitope).